This data is from Full USPTO retrosynthesis dataset with 1.9M reactions from patents (1976-2016). The task is: Predict the reactants needed to synthesize the given product. Given the product [CH3:4][O:5][C:6]1[CH:7]=[CH:8][C:9]([CH2:10][N:11]2[CH:15]=[C:14]([C:16]3[N:17]=[C:18]([O:21][C:22]4[CH:27]=[CH:26][CH:25]=[C:24]([CH3:28])[N:23]=4)[S:19][CH:20]=3)[C:13]([C:29](=[O:30])[CH3:1])=[N:12]2)=[CH:35][CH:36]=1, predict the reactants needed to synthesize it. The reactants are: [CH3:1][Mg]Br.[CH3:4][O:5][C:6]1[CH:36]=[CH:35][C:9]([CH2:10][N:11]2[CH:15]=[C:14]([C:16]3[N:17]=[C:18]([O:21][C:22]4[CH:27]=[CH:26][CH:25]=[C:24]([CH3:28])[N:23]=4)[S:19][CH:20]=3)[C:13]([C:29](N(OC)C)=[O:30])=[N:12]2)=[CH:8][CH:7]=1.